Dataset: Reaction yield outcomes from USPTO patents with 853,638 reactions. Task: Predict the reaction yield, written as a fraction of the theoretical maximum amount of product (1.0 means a 100% yield; for example, 0.34 means a 34% yield). The reactants are C(Cl)CCl.[NH2:5][C:6]1[N:11]=[CH:10][C:9](/[CH:12]=[CH:13]/[C:14]([OH:16])=O)=[CH:8][CH:7]=1.Cl.[CH3:18][C:19]1[C:27]2[C:22](=[CH:23][CH:24]=[CH:25][CH:26]=2)[CH2:21][C:20]=1[CH2:28][NH:29][CH3:30].C1C=CC2N(O)N=NC=2C=1.O.C(N(CC)CC)C. The catalyst is CN(C=O)C. The product is [NH2:5][C:6]1[N:11]=[CH:10][C:9](/[CH:12]=[CH:13]/[C:14]([N:29]([CH3:30])[CH2:28][C:20]2[C:19]([CH3:18])=[C:27]3[C:22](=[CH:23][CH:24]=[CH:25][CH2:26]3)[CH:21]=2)=[O:16])=[CH:8][CH:7]=1. The yield is 0.520.